This data is from Full USPTO retrosynthesis dataset with 1.9M reactions from patents (1976-2016). The task is: Predict the reactants needed to synthesize the given product. (1) Given the product [N:14]1([CH2:13][CH2:12][NH:11][C:2]2[CH:7]=[CH:6][CH:5]=[C:4]([N+:8]([O-:10])=[O:9])[CH:3]=2)[CH2:19][CH2:18][O:17][CH2:16][CH2:15]1, predict the reactants needed to synthesize it. The reactants are: F[C:2]1[CH:3]=[C:4]([N+:8]([O-:10])=[O:9])[CH:5]=[CH:6][CH:7]=1.[NH2:11][CH2:12][CH2:13][N:14]1[CH2:19][CH2:18][O:17][CH2:16][CH2:15]1.O. (2) Given the product [CH2:1]([O:3][C:4]1[CH:9]=[CH:8][CH:7]=[CH:6][C:5]=1[C:10]1[S:18][C:17]2[C:16]([NH:19][N:20]=[CH:27][C:26]3[CH:29]=[CH:30][C:31]([O:32][CH3:33])=[C:24]([OH:23])[CH:25]=3)=[N:15][CH:14]=[N:13][C:12]=2[C:11]=1[O:21][CH3:22])[CH3:2], predict the reactants needed to synthesize it. The reactants are: [CH2:1]([O:3][C:4]1[CH:9]=[CH:8][CH:7]=[CH:6][C:5]=1[C:10]1[S:18][C:17]2[C:16]([NH:19][NH2:20])=[N:15][CH:14]=[N:13][C:12]=2[C:11]=1[O:21][CH3:22])[CH3:2].[OH:23][C:24]1[CH:25]=[C:26]([CH:29]=[CH:30][C:31]=1[O:32][CH3:33])[CH:27]=O. (3) Given the product [CH3:1][CH:2]1[O:7][CH2:6][CH2:5][N:4]([C:10]([O:12][C:13]([CH3:16])([CH3:15])[CH3:14])=[O:11])[CH2:3]1, predict the reactants needed to synthesize it. The reactants are: [CH3:1][CH:2]1[O:7][CH2:6][CH2:5][NH:4][CH2:3]1.[OH-].[Na+].[C:10](O[C:10]([O:12][C:13]([CH3:16])([CH3:15])[CH3:14])=[O:11])([O:12][C:13]([CH3:16])([CH3:15])[CH3:14])=[O:11]. (4) Given the product [Cl:13][C:14]1[CH:20]=[CH:19][C:17]([N:18]2[C:23](=[O:24])[CH2:22][S:21][CH:9]2[C:8]2[CH:11]=[CH:12][C:5]([S:2]([CH3:1])(=[O:4])=[O:3])=[CH:6][CH:7]=2)=[CH:16][CH:15]=1, predict the reactants needed to synthesize it. The reactants are: [CH3:1][S:2]([C:5]1[CH:12]=[CH:11][C:8]([CH:9]=O)=[CH:7][CH:6]=1)(=[O:4])=[O:3].[Cl:13][C:14]1[CH:20]=[CH:19][C:17]([NH2:18])=[CH:16][CH:15]=1.[SH:21][CH2:22][C:23](O)=[O:24]. (5) Given the product [Cl:1][C:2]1[CH:24]=[C:23]([Cl:25])[CH:22]=[CH:21][C:3]=1[CH2:4][N:5]1[C:14](=[O:15])[C:13]2[C:8](=[CH:9][C:10]([C:16]([O:18][CH3:19])=[O:17])=[CH:11][CH:12]=2)[N:7]([CH3:28])[C:6]1=[O:20], predict the reactants needed to synthesize it. The reactants are: [Cl:1][C:2]1[CH:24]=[C:23]([Cl:25])[CH:22]=[CH:21][C:3]=1[CH2:4][N:5]1[C:14](=[O:15])[C:13]2[C:8](=[CH:9][C:10]([C:16]([O:18][CH3:19])=[O:17])=[CH:11][CH:12]=2)[NH:7][C:6]1=[O:20].CI.[C:28](=O)([O-])[O-].[K+].[K+].